Dataset: Full USPTO retrosynthesis dataset with 1.9M reactions from patents (1976-2016). Task: Predict the reactants needed to synthesize the given product. (1) Given the product [CH3:32][NH:33][CH2:1][C:3]1[C:15]2[O:14][N:13]=[C:12]([CH2:16][CH2:17][CH:18]3[CH2:23][CH2:22][N:21]([CH2:24][C:25]4[S:29][C:28]([C:30]#[N:31])=[CH:27][CH:26]=4)[CH2:20][CH2:19]3)[C:11]=2[CH:10]=[C:9]2[C:4]=1[CH:5]=[CH:6][CH:7]=[CH:8]2, predict the reactants needed to synthesize it. The reactants are: [CH:1]([C:3]1[C:15]2[O:14][N:13]=[C:12]([CH2:16][CH2:17][CH:18]3[CH2:23][CH2:22][N:21]([CH2:24][C:25]4[S:29][C:28]([C:30]#[N:31])=[CH:27][CH:26]=4)[CH2:20][CH2:19]3)[C:11]=2[CH:10]=[C:9]2[C:4]=1[CH:5]=[CH:6][CH:7]=[CH:8]2)=O.[CH3:32][NH2:33].S([O-])([O-])(=O)=O.[Mg+2].[BH4-].[Na+].N. (2) Given the product [F:15][C:9]([F:16])([C:2]1[CH:7]=[CH:6][CH:5]=[CH:4][N:3]=1)[C:10]([O:12][CH2:13][CH3:14])=[O:11], predict the reactants needed to synthesize it. The reactants are: Br[C:2]1[CH:7]=[CH:6][CH:5]=[CH:4][N:3]=1.Br[C:9]([F:16])([F:15])[C:10]([O:12][CH2:13][CH3:14])=[O:11].C(OC(C)C)(=O)C.P([O-])(O)(O)=O.[K+]. (3) Given the product [Cl:1][C:2]1[N:3]=[C:4]([C:9]([NH:11][C@H:12]2[CH2:17][CH2:16][N:15]([C:18]3[S:19][C:20]([C:23]([OH:25])=[O:24])=[CH:21][N:22]=3)[CH2:14][C@H:13]2[O:28][CH2:29][CH2:30][CH2:31][F:32])=[O:10])[NH:5][C:6]=1[CH2:7][CH3:8], predict the reactants needed to synthesize it. The reactants are: [Cl:1][C:2]1[N:3]=[C:4]([C:9]([NH:11][C@H:12]2[CH2:17][CH2:16][N:15]([C:18]3[S:19][C:20]([C:23]([O:25]CC)=[O:24])=[CH:21][N:22]=3)[CH2:14][C@H:13]2[O:28][CH2:29][CH2:30][CH2:31][F:32])=[O:10])[NH:5][C:6]=1[CH2:7][CH3:8].[OH-].[Li+]. (4) Given the product [Cl:30][C:24]1[CH:23]=[C:22]2[C:27]([N:28]=[CH:29][C:20]([NH:1][C:2]3[S:6][N:5]=[C:4]([CH3:7])[C:3]=3[C:8]([NH:10][C:11]3[CH:12]=[N:13][C:14]([O:17][CH3:18])=[CH:15][CH:16]=3)=[O:9])=[N:21]2)=[CH:26][CH:25]=1, predict the reactants needed to synthesize it. The reactants are: [NH2:1][C:2]1[S:6][N:5]=[C:4]([CH3:7])[C:3]=1[C:8]([NH:10][C:11]1[CH:12]=[N:13][C:14]([O:17][CH3:18])=[CH:15][CH:16]=1)=[O:9].Cl[C:20]1[CH:29]=[N:28][C:27]2[C:22](=[CH:23][C:24]([Cl:30])=[CH:25][CH:26]=2)[N:21]=1.C(=O)([O-])[O-].[Cs+].[Cs+].CC1(C)C2C(=C(P(C3C=CC=CC=3)C3C=CC=CC=3)C=CC=2)OC2C(P(C3C=CC=CC=3)C3C=CC=CC=3)=CC=CC1=2. (5) Given the product [C:1]([O:5][C:6]([N:8]1[CH2:13][CH2:12][N:11]([C:14]([C:16]2[N:24]3[C:19]([CH:20]=[CH:21][CH:22]=[CH:23]3)=[C:18]([C:25]3[CH:26]=[CH:27][CH:28]=[CH:29][CH:30]=3)[C:17]=2[CH2:31][C:32]2[CH:37]=[CH:36][CH:35]=[C:34]([F:38])[C:33]=2[CH3:39])=[O:15])[CH2:10][C@@H:9]1[CH2:40][CH:41]=[O:42])=[O:7])([CH3:3])([CH3:4])[CH3:2], predict the reactants needed to synthesize it. The reactants are: [C:1]([O:5][C:6]([N:8]1[CH2:13][CH2:12][N:11]([C:14]([C:16]2[N:24]3[C:19]([CH:20]=[CH:21][CH:22]=[CH:23]3)=[C:18]([C:25]3[CH:30]=[CH:29][CH:28]=[CH:27][CH:26]=3)[C:17]=2[CH2:31][C:32]2[CH:37]=[CH:36][CH:35]=[C:34]([F:38])[C:33]=2[CH3:39])=[O:15])[CH2:10][C@@H:9]1[CH2:40][CH2:41][OH:42])=[O:7])([CH3:4])([CH3:3])[CH3:2].CC(OI1(OC(C)=O)(OC(C)=O)OC(=O)C2C1=CC=CC=2)=O. (6) Given the product [CH2:1]([C:3]1[CH:4]=[C:5]([CH:8]=[C:9]([CH3:12])[C:10]=1[OH:11])[C:6]#[N:14])[CH3:2], predict the reactants needed to synthesize it. The reactants are: [CH2:1]([C:3]1[CH:4]=[C:5]([CH:8]=[C:9]([CH3:12])[C:10]=1[OH:11])[CH:6]=O)[CH3:2].Cl.[NH2:14]O. (7) Given the product [C:1]([O:5][C:6]([N:7]1[CH2:24][CH:12]=[CH:11][C@@H:10]([O:13][CH2:14][C:15]2[CH:16]=[CH:17][CH:18]=[CH:19][CH:20]=2)[C@H:9]([N:21]=[N+:22]=[N-:23])[CH2:8]1)=[O:27])([CH3:4])([CH3:2])[CH3:3], predict the reactants needed to synthesize it. The reactants are: [C:1]([O:5][C:6](=[O:27])[N:7]([CH2:24]C=C)[CH2:8][C@@H:9]([N:21]=[N+:22]=[N-:23])[C@H:10]([O:13][CH2:14][C:15]1[CH:20]=[CH:19][CH:18]=[CH:17][CH:16]=1)[CH:11]=[CH2:12])([CH3:4])([CH3:3])[CH3:2]. (8) Given the product [O:1]1[C:5]2[CH:6]=[CH:7][C:8]([CH2:10][O:11][C:12]([C:14]3[S:15][C:16]([CH3:22])=[C:17]([NH2:19])[CH:18]=3)=[O:13])=[CH:9][C:4]=2[O:3][CH2:2]1, predict the reactants needed to synthesize it. The reactants are: [O:1]1[C:5]2[CH:6]=[CH:7][C:8]([CH2:10][O:11][C:12]([C:14]3[S:15][C:16]([CH3:22])=[C:17]([N+:19]([O-])=O)[CH:18]=3)=[O:13])=[CH:9][C:4]=2[O:3][CH2:2]1. (9) Given the product [ClH:26].[NH2:7][CH:8]([CH2:9][CH3:10])[CH:11]([C:17]1[CH:21]=[C:20]([CH:22]([CH3:23])[CH3:24])[O:19][N:18]=1)[OH:12], predict the reactants needed to synthesize it. The reactants are: C(OC(=O)[NH:7][CH:8]([CH:11]([C:17]1[CH:21]=[C:20]([CH:22]([CH3:24])[CH3:23])[O:19][N:18]=1)[O:12][Si](C)(C)C)[CH2:9][CH3:10])(C)(C)C.[ClH:26]. (10) Given the product [CH2:1]([CH:5]1[C:12]2[CH:11]=[C:10]([C:13]([OH:15])=[O:14])[NH:9][C:8]=2[CH2:7][CH2:6]1)[CH:2]([CH3:4])[CH3:3], predict the reactants needed to synthesize it. The reactants are: [CH2:1]([CH:5]1[C:12]2[CH:11]=[C:10]([C:13]([O:15]C)=[O:14])[NH:9][C:8]=2[CH2:7][CH2:6]1)[CH:2]([CH3:4])[CH3:3].O.[OH-].[Li+].